This data is from NCI-60 drug combinations with 297,098 pairs across 59 cell lines. The task is: Regression. Given two drug SMILES strings and cell line genomic features, predict the synergy score measuring deviation from expected non-interaction effect. (1) Drug 1: C1CC(=O)NC(=O)C1N2CC3=C(C2=O)C=CC=C3N. Drug 2: CN(C(=O)NC(C=O)C(C(C(CO)O)O)O)N=O. Cell line: NCI-H322M. Synergy scores: CSS=-2.88, Synergy_ZIP=-1.10, Synergy_Bliss=-7.81, Synergy_Loewe=-6.01, Synergy_HSA=-7.30. (2) Drug 1: COC1=C(C=C2C(=C1)N=CN=C2NC3=CC(=C(C=C3)F)Cl)OCCCN4CCOCC4. Drug 2: COC1=NC(=NC2=C1N=CN2C3C(C(C(O3)CO)O)O)N. Cell line: MDA-MB-231. Synergy scores: CSS=-6.38, Synergy_ZIP=1.31, Synergy_Bliss=5.79, Synergy_Loewe=-11.6, Synergy_HSA=-4.86. (3) Drug 1: CC12CCC3C(C1CCC2O)C(CC4=C3C=CC(=C4)O)CCCCCCCCCS(=O)CCCC(C(F)(F)F)(F)F. Drug 2: CC1=C(C(=O)C2=C(C1=O)N3CC4C(C3(C2COC(=O)N)OC)N4)N. Cell line: U251. Synergy scores: CSS=28.4, Synergy_ZIP=2.78, Synergy_Bliss=-2.57, Synergy_Loewe=-37.6, Synergy_HSA=-9.36. (4) Drug 1: CNC(=O)C1=CC=CC=C1SC2=CC3=C(C=C2)C(=NN3)C=CC4=CC=CC=N4. Drug 2: CC1=C(C(=CC=C1)Cl)NC(=O)C2=CN=C(S2)NC3=CC(=NC(=N3)C)N4CCN(CC4)CCO. Cell line: SN12C. Synergy scores: CSS=31.3, Synergy_ZIP=-2.71, Synergy_Bliss=4.42, Synergy_Loewe=5.77, Synergy_HSA=6.61. (5) Drug 2: CC1=C(C=C(C=C1)C(=O)NC2=CC(=CC(=C2)C(F)(F)F)N3C=C(N=C3)C)NC4=NC=CC(=N4)C5=CN=CC=C5. Cell line: U251. Drug 1: CC1=C(C(CCC1)(C)C)C=CC(=CC=CC(=CC(=O)O)C)C. Synergy scores: CSS=10.1, Synergy_ZIP=-4.26, Synergy_Bliss=-5.21, Synergy_Loewe=-2.25, Synergy_HSA=-2.86. (6) Drug 1: CCCS(=O)(=O)NC1=C(C(=C(C=C1)F)C(=O)C2=CNC3=C2C=C(C=N3)C4=CC=C(C=C4)Cl)F. Drug 2: COC1=CC(=CC(=C1O)OC)C2C3C(COC3=O)C(C4=CC5=C(C=C24)OCO5)OC6C(C(C7C(O6)COC(O7)C8=CC=CS8)O)O. Cell line: SNB-75. Synergy scores: CSS=20.5, Synergy_ZIP=-7.10, Synergy_Bliss=2.68, Synergy_Loewe=-17.4, Synergy_HSA=1.42.